Task: Predict the product of the given reaction.. Dataset: Forward reaction prediction with 1.9M reactions from USPTO patents (1976-2016) (1) Given the reactants [Cl:1][C:2]1[N:10](CC=C)[C:9]2[C:8](=[O:14])[N:7]([CH2:15][CH2:16][CH2:17][C:18]3[CH:19]=[N:20][NH:21][CH:22]=3)[C:6](=[O:23])[N:5]([CH2:24][CH2:25][CH2:26][CH2:27][CH3:28])[C:4]=2[N:3]=1.C(=O)([O-])[O-].[Na+].[Na+].[Cl:35][C:36]1[CH:43]=[CH:42][CH:41]=[C:40]([F:44])[C:37]=1[CH2:38]Br.N1CCOCC1, predict the reaction product. The product is: [Cl:1][C:2]1[NH:10][C:9]2[C:8](=[O:14])[N:7]([CH2:15][CH2:16][CH2:17][C:18]3[CH:22]=[N:21][N:20]([CH2:38][C:37]4[C:40]([F:44])=[CH:41][CH:42]=[CH:43][C:36]=4[Cl:35])[CH:19]=3)[C:6](=[O:23])[N:5]([CH2:24][CH2:25][CH2:26][CH2:27][CH3:28])[C:4]=2[N:3]=1. (2) Given the reactants [NH2:1][C@H:2]1[CH2:6][CH2:5][N:4]([C@@H:7]([CH3:16])[C:8]([N:10]2[CH2:15][CH2:14][O:13][CH2:12][CH2:11]2)=[O:9])[C:3]1=[O:17].[Cl:18][C:19]1[CH:20]=[CH:21][C:22]2[O:26][C:25]([S:27](Cl)(=[O:29])=[O:28])=[CH:24][C:23]=2[CH:31]=1.[Cl-].[NH4+], predict the reaction product. The product is: [Cl:18][C:19]1[CH:20]=[CH:21][C:22]2[O:26][C:25]([S:27]([NH:1][C@H:2]3[CH2:6][CH2:5][N:4]([C@@H:7]([CH3:16])[C:8]([N:10]4[CH2:11][CH2:12][O:13][CH2:14][CH2:15]4)=[O:9])[C:3]3=[O:17])(=[O:29])=[O:28])=[CH:24][C:23]=2[CH:31]=1.